Dataset: Forward reaction prediction with 1.9M reactions from USPTO patents (1976-2016). Task: Predict the product of the given reaction. (1) Given the reactants C([O:4][CH2:5][C:6]([CH3:41])([CH3:40])[CH2:7][N:8]1[C:14]2[CH:15]=[CH:16][C:17]([Cl:19])=[CH:18][C:13]=2[C@@H:12]([C:20]2[CH:25]=[CH:24][CH:23]=[C:22]([O:26][CH3:27])[C:21]=2[O:28][CH3:29])[O:11][C@H:10]([CH2:30][C:31](=[O:38])[CH2:32][C:33]([O:35]CC)=[O:34])[C:9]1=[O:39])(=O)C.[CH2:42]1CCN2C(=NCCC2)C[CH2:43]1.ClCC=O.O, predict the reaction product. The product is: [Cl:19][C:17]1[CH:16]=[CH:15][C:14]2[N:8]([CH2:7][C:6]([CH3:41])([CH3:40])[CH2:5][OH:4])[C:9](=[O:39])[C@@H:10]([CH2:30][C:31]3[O:38][CH:42]=[CH:43][C:32]=3[C:33]([OH:35])=[O:34])[O:11][C@H:12]([C:20]3[CH:25]=[CH:24][CH:23]=[C:22]([O:26][CH3:27])[C:21]=3[O:28][CH3:29])[C:13]=2[CH:18]=1. (2) Given the reactants [C:1]([O:5][C:6]([NH:8][CH2:9][C:10]1[CH:18]=[CH:17][C:13]([C:14]([OH:16])=O)=[CH:12][C:11]=1[F:19])=[O:7])([CH3:4])([CH3:3])[CH3:2].CCN(C(C)C)C(C)C.[CH3:29][N:30]1[C:39]2[NH:38][C:37]3[CH:40]=[C:41]([CH3:44])[CH:42]=[CH:43][C:36]=3[NH:35][CH2:34][C:33]=2[CH:32]=[N:31]1, predict the reaction product. The product is: [C:1]([O:5][C:6](=[O:7])[NH:8][CH2:9][C:10]1[CH:18]=[CH:17][C:13]([C:14]([N:35]2[CH2:34][C:33]3[CH:32]=[N:31][N:30]([CH3:29])[C:39]=3[NH:38][C:37]3[CH:40]=[C:41]([CH3:44])[CH:42]=[CH:43][C:36]2=3)=[O:16])=[CH:12][C:11]=1[F:19])([CH3:2])([CH3:3])[CH3:4]. (3) Given the reactants Br[C:2]1[CH:7]=[CH:6][C:5]([C:8]([N:10]2[CH2:15][CH2:14][N:13]([C:16]3[CH:21]=[CH:20][C:19]([CH3:22])=[CH:18][C:17]=3[CH3:23])[CH2:12][CH2:11]2)=[O:9])=[C:4]([N:24]2[CH2:28][CH2:27][CH2:26][S:25]2(=[O:30])=[O:29])[CH:3]=1.[CH3:31][C@@H:32]1[CH2:36][O:35][C:34](=[O:37])[NH:33]1, predict the reaction product. The product is: [CH3:23][C:17]1[CH:18]=[C:19]([CH3:22])[CH:20]=[CH:21][C:16]=1[N:13]1[CH2:14][CH2:15][N:10]([C:8]([C:5]2[CH:6]=[CH:7][C:2]([N:33]3[C@H:32]([CH3:31])[CH2:36][O:35][C:34]3=[O:37])=[CH:3][C:4]=2[N:24]2[CH2:28][CH2:27][CH2:26][S:25]2(=[O:30])=[O:29])=[O:9])[CH2:11][CH2:12]1. (4) Given the reactants [OH:1][C:2]1[CH:7]=[C:6]([O:8][CH2:9][CH2:10][O:11][CH3:12])[CH:5]=[CH:4][C:3]=1/[CH:13]=[CH:14]/[C:15]([O:17][CH2:18][CH3:19])=[O:16].C(=O)([O-])[O-].[K+].[K+].Cl[C:27]1[CH:28]=[C:29]([C:36]([F:39])([F:38])[F:37])[CH:30]=[CH:31][C:32]=1[N+:33]([O-:35])=[O:34].Cl, predict the reaction product. The product is: [CH3:12][O:11][CH2:10][CH2:9][O:8][C:6]1[CH:5]=[CH:4][C:3](/[CH:13]=[CH:14]/[C:15]([O:17][CH2:18][CH3:19])=[O:16])=[C:2]([O:1][C:27]2[CH:28]=[C:29]([C:36]([F:39])([F:38])[F:37])[CH:30]=[CH:31][C:32]=2[N+:33]([O-:35])=[O:34])[CH:7]=1.